Dataset: Full USPTO retrosynthesis dataset with 1.9M reactions from patents (1976-2016). Task: Predict the reactants needed to synthesize the given product. (1) Given the product [Cl:1][C:2]1[N:10]=[C:9]2[C:5]([N:6]=[CH:7][NH:8]2)=[C:4]([NH:17][C@H:18]([C:20]2[N:21]([C:32]3[CH:37]=[CH:36][CH:35]=[CH:34][CH:33]=3)[C:22](=[O:31])[C:23]3[C:28]([CH:29]=2)=[CH:27][CH:26]=[CH:25][C:24]=3[CH3:30])[CH3:19])[N:3]=1.[Cl:43][C:44]1[N:52]=[C:51]2[C:47]([N:48]=[CH:49][NH:50]2)=[C:46]([NH:53][CH:54]([C:56]2[N:57]([C:68]3[CH:73]=[CH:72][CH:71]=[CH:70][CH:69]=3)[C:58](=[O:67])[C:59]3[C:64]([CH:65]=2)=[CH:63][CH:62]=[CH:61][C:60]=3[CH3:66])[CH3:55])[N:45]=1, predict the reactants needed to synthesize it. The reactants are: [Cl:1][C:2]1[N:10]=[C:9]2[C:5]([N:6]=[CH:7][N:8]2C2CCCCO2)=[C:4]([NH:17][CH:18]([C:20]2[N:21]([C:32]3[CH:37]=[CH:36][CH:35]=[CH:34][CH:33]=3)[C:22](=[O:31])[C:23]3[C:28]([CH:29]=2)=[CH:27][CH:26]=[CH:25][C:24]=3[CH3:30])[CH3:19])[N:3]=1.C([O-])(O)=O.[Na+].[Cl:43][C:44]1[N:52]=[C:51]2[C:47]([N:48]=[CH:49][NH:50]2)=[C:46]([NH:53][CH:54]([C:56]2[N:57]([C:68]3[CH:73]=[CH:72][CH:71]=[CH:70][CH:69]=3)[C:58](=[O:67])[C:59]3[C:64]([CH:65]=2)=[CH:63][CH:62]=[CH:61][C:60]=3[CH3:66])[CH3:55])[N:45]=1. (2) Given the product [CH2:1]([O:4][CH2:6][N:7]1[C:15](=[O:16])[C:14]2[C:9](=[CH:10][CH:11]=[CH:12][CH:13]=2)[C:8]1=[O:17])[CH:2]=[CH2:3], predict the reactants needed to synthesize it. The reactants are: [CH2:1]([OH:4])[CH:2]=[CH2:3].Br[CH2:6][N:7]1[C:15](=[O:16])[C:14]2[C:9](=[CH:10][CH:11]=[CH:12][CH:13]=2)[C:8]1=[O:17].C(=O)(O)[O-].[Na+]. (3) The reactants are: Br[C:2]1[CH:3]=[C:4]([N:8]2[N:12]=[CH:11][CH:10]=[N+:9]2[O-:13])[CH:5]=[CH:6][CH:7]=1.[NH2:14][C:15]([O:17][C:18]([CH3:21])([CH3:20])[CH3:19])=[O:16].C([O-])([O-])=O.[Cs+].[Cs+].CC1(C)C2C(=C(P(C3C=CC=CC=3)C3C=CC=CC=3)C=CC=2)OC2C(P(C3C=CC=CC=3)C3C=CC=CC=3)=CC=CC1=2. Given the product [C:18]([O:17][C:15]([NH:14][C:2]1[CH:3]=[C:4]([N:8]2[N:12]=[CH:11][CH:10]=[N+:9]2[O-:13])[CH:5]=[CH:6][CH:7]=1)=[O:16])([CH3:21])([CH3:20])[CH3:19], predict the reactants needed to synthesize it. (4) Given the product [F:44][CH:42]([F:43])[C:32]1[N:31]([C:21]2[N:22]=[C:23]([N:25]3[CH2:30][CH2:29][O:28][CH2:27][CH2:26]3)[N:24]=[C:19]([NH:1][C:2]3[CH:7]=[N:6][C:5]([O:8][CH3:9])=[CH:4][CH:3]=3)[N:20]=2)[C:35]2[CH:36]=[CH:37][CH:38]=[C:39]([O:40][CH3:41])[C:34]=2[N:33]=1, predict the reactants needed to synthesize it. The reactants are: [NH2:1][C:2]1[CH:3]=[CH:4][C:5]([O:8][CH3:9])=[N:6][CH:7]=1.C([N-]C(C)C)(C)C.[Li+].Cl[C:19]1[N:24]=[C:23]([N:25]2[CH2:30][CH2:29][O:28][CH2:27][CH2:26]2)[N:22]=[C:21]([N:31]2[C:35]3[CH:36]=[CH:37][CH:38]=[C:39]([O:40][CH3:41])[C:34]=3[N:33]=[C:32]2[CH:42]([F:44])[F:43])[N:20]=1. (5) Given the product [NH2:35][C@H:32]1[CH2:33][CH2:34][C@H:29]([NH:28][C:20]2[CH:21]=[C:22]3[C:17]([O:16][C:15]4[C:14]([C:9]5[NH:10][C:11](=[O:13])[CH:12]=[C:7]([N:4]6[CH2:5][CH2:6][O:1][CH2:2][CH2:3]6)[CH:8]=5)=[CH:27][CH:26]=[CH:25][C:24]=4[CH2:23]3)=[CH:18][CH:19]=2)[CH2:30][CH2:31]1, predict the reactants needed to synthesize it. The reactants are: [O:1]1[CH2:6][CH2:5][N:4]([C:7]2[CH:8]=[C:9]([C:14]3[CH:27]=[CH:26][CH:25]=[C:24]4[C:15]=3[O:16][C:17]3[CH:18]=[CH:19][C:20]([NH:28][C@H:29]5[CH2:34][CH2:33][C@H:32]([NH:35]C(=O)OCC6C=CC=CC=6)[CH2:31][CH2:30]5)=[CH:21][C:22]=3[CH2:23]4)[NH:10][C:11](=[O:13])[CH:12]=2)[CH2:3][CH2:2]1.C([O-])=O.[NH4+]. (6) Given the product [CH3:1][O:2][CH:3]1[CH2:4][N:5]([C:7]2[N:8]=[CH:9][C:10]([CH:13]3[CH2:14][CH2:15][NH:16][CH2:17][CH2:18]3)=[CH:11][N:12]=2)[CH2:6]1, predict the reactants needed to synthesize it. The reactants are: [CH3:1][O:2][CH:3]1[CH2:6][N:5]([C:7]2[N:12]=[CH:11][C:10]([C:13]3[CH2:14][CH2:15][N:16](C([O-])=O)[CH2:17][CH:18]=3)=[CH:9][N:8]=2)[CH2:4]1.Cl.O1CCOCC1.